This data is from Catalyst prediction with 721,799 reactions and 888 catalyst types from USPTO. The task is: Predict which catalyst facilitates the given reaction. (1) Reactant: [F:1][C:2]1[C:3]([CH3:12])=[C:4]([C:10]#[N:11])[C:5](=[O:9])[NH:6][C:7]=1[CH3:8]. Product: [NH2:11][CH2:10][C:4]1[C:5](=[O:9])[NH:6][C:7]([CH3:8])=[C:2]([F:1])[C:3]=1[CH3:12]. The catalyst class is: 547. (2) Reactant: CN(C)/[CH:3]=[CH:4]/[C:5]([C:7]1[C:8]([CH3:16])=[N:9][N:10]2[C:15]=1[CH:14]=[CH:13][CH:12]=[N:11]2)=O.[CH:18]1([NH:21][C:22]([NH2:24])=[NH:23])[CH2:20][CH2:19]1.C(=O)([O-])[O-].[K+].[K+]. Product: [CH:18]1([NH:21][C:22]2[N:24]=[C:5]([C:7]3[C:8]([CH3:16])=[N:9][N:10]4[C:15]=3[CH:14]=[CH:13][CH:12]=[N:11]4)[CH:4]=[CH:3][N:23]=2)[CH2:20][CH2:19]1. The catalyst class is: 3.